Dataset: Forward reaction prediction with 1.9M reactions from USPTO patents (1976-2016). Task: Predict the product of the given reaction. (1) Given the reactants Cl[C:2]1[CH:7]=[C:6]([Cl:8])[N:5]=[C:4]([C:9]2[S:10][CH:11]=[CH:12][CH:13]=2)[N:3]=1.ClC1C=C([N:21]2[CH:25]=[CH:24][CH:23]=[N:22]2)N=C(C2OC=CC=2)N=1, predict the reaction product. The product is: [Cl:8][C:6]1[CH:7]=[C:2]([N:21]2[CH:25]=[CH:24][CH:23]=[N:22]2)[N:3]=[C:4]([C:9]2[S:10][CH:11]=[CH:12][CH:13]=2)[N:5]=1. (2) Given the reactants [CH3:1][NH:2][CH2:3][C:4]1[N:5]([CH3:13])[C:6]2[C:11]([CH:12]=1)=[CH:10][CH:9]=[CH:8][CH:7]=2.[C:14](Cl)(=[O:17])[CH:15]=[CH2:16].CCN(CC)CC, predict the reaction product. The product is: [CH3:1][N:2]([CH2:3][C:4]1[N:5]([CH3:13])[C:6]2[C:11]([CH:12]=1)=[CH:10][CH:9]=[CH:8][CH:7]=2)[C:14](=[O:17])[CH:15]=[CH2:16]. (3) Given the reactants C(OC([N:8]1[CH2:13][CH2:12][N:11]([CH2:14][C:15]2[CH:20]=[CH:19][CH:18]=[CH:17][CH:16]=2)[CH2:10][C@@H:9]1[CH2:21][CH:22]=[CH:23][C:24]1[CH:29]=[CH:28][CH:27]=[CH:26][CH:25]=1)=O)(C)(C)C.FC(F)(F)C(O)=O.C(Cl)Cl.[OH-].[Na+], predict the reaction product. The product is: [CH2:14]([N:11]1[CH2:12][CH2:13][NH:8][C@@H:9]([CH2:21][CH:22]=[CH:23][C:24]2[CH:29]=[CH:28][CH:27]=[CH:26][CH:25]=2)[CH2:10]1)[C:15]1[CH:16]=[CH:17][CH:18]=[CH:19][CH:20]=1. (4) Given the reactants [F:1][C:2]1[CH:3]=[CH:4][C:5]([NH:8][NH:9][C:10]([C@@H:12]2[CH2:16][CH2:15][CH2:14][N:13]2[CH:17]([CH3:19])[CH3:18])=O)=[N:6][CH:7]=1.C1C=CC(P(C2C=CC=CC=2)C2C=CC=CC=2)=CC=1.CCN(CC)CC.ClC(Cl)(Cl)C(Cl)(Cl)Cl, predict the reaction product. The product is: [F:1][C:2]1[CH:3]=[CH:4][C:5]2[N:6]([C:10]([C@@H:12]3[CH2:16][CH2:15][CH2:14][N:13]3[CH:17]([CH3:19])[CH3:18])=[N:9][N:8]=2)[CH:7]=1. (5) Given the reactants Cl.[NH2:2][C@@H:3]([CH2:33][C:34]1[N:35]=[CH:36][S:37][CH:38]=1)[C:4]([N:6]1[CH2:11][CH2:10][CH:9]([N:12]2[N:21]=[C:20]([C:22]3[CH:27]=[CH:26][C:25]([O:28][CH3:29])=[C:24]([O:30][CH3:31])[CH:23]=3)[C@@H:19]3[C@@H:14]([CH2:15][CH2:16][CH2:17][CH2:18]3)[C:13]2=[O:32])[CH2:8][CH2:7]1)=[O:5].[CH:39]1([CH2:42][O:43][C:44]2[CH:52]=[CH:51][C:47]3[O:48][CH2:49][O:50][C:46]=3[C:45]=2[C:53]2[C:54]3[NH:61][CH:60]=[C:59]([C:62](O)=[O:63])[C:55]=3[N:56]=[CH:57][N:58]=2)[CH2:41][CH2:40]1.CN(C(ON1N=NC2C=CC=NC1=2)=[N+](C)C)C.F[P-](F)(F)(F)(F)F.CCN(C(C)C)C(C)C, predict the reaction product. The product is: [CH:39]1([CH2:42][O:43][C:44]2[CH:52]=[CH:51][C:47]3[O:48][CH2:49][O:50][C:46]=3[C:45]=2[C:53]2[C:54]3[NH:61][CH:60]=[C:59]([C:62]([NH:2][C@@H:3]([CH2:33][C:34]4[N:35]=[CH:36][S:37][CH:38]=4)[C:4]([N:6]4[CH2:7][CH2:8][CH:9]([N:12]5[N:21]=[C:20]([C:22]6[CH:27]=[CH:26][C:25]([O:28][CH3:29])=[C:24]([O:30][CH3:31])[CH:23]=6)[C@@H:19]6[C@@H:14]([CH2:15][CH2:16][CH2:17][CH2:18]6)[C:13]5=[O:32])[CH2:10][CH2:11]4)=[O:5])=[O:63])[C:55]=3[N:56]=[CH:57][N:58]=2)[CH2:40][CH2:41]1. (6) The product is: [C:36]([S:35][CH2:34][C@@:33]([CH3:43])([C:40]([OH:42])=[O:41])[NH2:32])([CH3:39])([CH3:37])[CH3:38]. Given the reactants C(=O)CCCC=O.C1N(CCO)CCN(CCS(O)(=O)=O)C1.[OH-].[Na+].NCCS.C([NH:32][C@:33]([CH3:43])([C:40]([OH:42])=[O:41])[CH2:34][S:35][C:36]([CH3:39])([CH3:38])[CH3:37])(=O)N.[OH-].[Na+].Cl, predict the reaction product. (7) Given the reactants [OH-].[Na+].C[O:4][C:5](=[O:19])[CH2:6][NH:7][C:8]1[CH:13]=[CH:12][C:11]([Br:14])=[C:10]([C:15]([F:18])([F:17])[F:16])[CH:9]=1.Cl, predict the reaction product. The product is: [Br:14][C:11]1[CH:12]=[CH:13][C:8]([NH:7][CH2:6][C:5]([OH:19])=[O:4])=[CH:9][C:10]=1[C:15]([F:16])([F:17])[F:18]. (8) Given the reactants [CH:1]([C:4]1[CH:17]=[C:16]2[C:7]([C@:8]3([CH3:21])[C@@H:13]([CH2:14][CH2:15]2)[C@@:12]([CH2:19][NH2:20])([CH3:18])[CH2:11][CH2:10][CH2:9]3)=[CH:6][CH:5]=1)([CH3:3])[CH3:2].C(OC(C)C)(C)C.[Br:29][C:30]1[CH:31]=[C:32]([C@@H:35]2[CH2:37][C@H:36]2[C:38]([OH:40])=[O:39])[S:33][CH:34]=1, predict the reaction product. The product is: [Br:29][C:30]1[CH:31]=[C:32]([C@@H:35]2[CH2:37][C@H:36]2[C:38]([OH:40])=[O:39])[S:33][CH:34]=1.[CH:1]([C:4]1[CH:17]=[C:16]2[C:7]([C@:8]3([CH3:21])[C@@H:13]([CH2:14][CH2:15]2)[C@@:12]([CH2:19][NH2:20])([CH3:18])[CH2:11][CH2:10][CH2:9]3)=[CH:6][CH:5]=1)([CH3:3])[CH3:2]. (9) Given the reactants [NH2:1][C:2]1[CH:7]=[CH:6][C:5]([F:8])=[CH:4][C:3]=1[OH:9].[N:10]1(C(N2C=CN=C2)=N)C=CN=[CH:11]1, predict the reaction product. The product is: [F:8][C:5]1[CH:6]=[CH:7][C:2]2[N:1]=[C:11]([NH2:10])[O:9][C:3]=2[CH:4]=1. (10) Given the reactants [CH3:1]O.S(Cl)([Cl:5])=O.[NH2:7][C@@H:8]([C:16]([OH:18])=[O:17])[CH2:9][C:10]1[CH:15]=[CH:14][CH:13]=[CH:12][CH:11]=1, predict the reaction product. The product is: [ClH:5].[CH3:1][O:17][C:16](=[O:18])[C@@H:8]([CH2:9][C:10]1[CH:15]=[CH:14][CH:13]=[CH:12][CH:11]=1)[NH2:7].